This data is from Reaction yield outcomes from USPTO patents with 853,638 reactions. The task is: Predict the reaction yield, written as a fraction of the theoretical maximum amount of product (1.0 means a 100% yield; for example, 0.34 means a 34% yield). (1) The product is [C:35]([C:18]1[C:13]2[S:12][CH2:11][CH:10]([C:7]3[CH:6]=[CH:5][C:4]([CH:1]([CH3:2])[CH3:3])=[CH:9][CH:8]=3)[C:14]=2[C:15]([CH3:28])=[C:16]([NH:20][C:21](=[O:27])[CH2:22][C:23]([CH3:26])([CH3:25])[CH3:24])[C:17]=1[CH3:19])(=[O:37])[CH3:36]. The reactants are [CH:1]([C:4]1[CH:9]=[CH:8][C:7]([CH:10]2[C:14]3[C:15]([CH3:28])=[C:16]([NH:20][C:21](=[O:27])[CH2:22][C:23]([CH3:26])([CH3:25])[CH3:24])[C:17]([CH3:19])=[CH:18][C:13]=3[S:12][CH2:11]2)=[CH:6][CH:5]=1)([CH3:3])[CH3:2].CCCCCC.[C:35](OCC)(=[O:37])[CH3:36]. The yield is 0.690. No catalyst specified. (2) The reactants are [CH3:1][N:2]([C:7]1[CH:8]=[C:9]([C:17]([O:19][CH3:20])=[O:18])[CH:10]=[C:11]([CH:16]=1)[C:12]([O:14]C)=[O:13])[S:3]([CH3:6])(=[O:5])=[O:4].[OH-].[Na+]. The catalyst is C1COCC1.CO.O. The product is [CH3:20][O:19][C:17]([C:9]1[CH:10]=[C:11]([CH:16]=[C:7]([N:2]([CH3:1])[S:3]([CH3:6])(=[O:5])=[O:4])[CH:8]=1)[C:12]([OH:14])=[O:13])=[O:18]. The yield is 0.750. (3) The reactants are [Br:1][C:2]1[CH:3]=[CH:4][C:5]([N+:9]([O-:11])=[O:10])=[C:6]([CH:8]=1)[NH2:7].[BH-](OC(C)=O)(OC(C)=O)OC(C)=O.[Na+].[CH3:26][S:27][C:28]1[S:29][C:30]2[CH:36]=[C:35]([CH:37]=O)[CH:34]=[CH:33][C:31]=2[N:32]=1. The catalyst is C(O)(C(F)(F)F)=O.C(Cl)Cl. The product is [Br:1][C:2]1[CH:3]=[CH:4][C:5]([N+:9]([O-:11])=[O:10])=[C:6]([CH:8]=1)[NH:7][CH2:37][C:35]1[CH:34]=[CH:33][C:31]2[N:32]=[C:28]([S:27][CH3:26])[S:29][C:30]=2[CH:36]=1. The yield is 0.730. (4) The reactants are [OH:1][C:2]1[CH:7]=[CH:6][C:5]([NH:8][C:9]([CH:11]2[CH2:16][CH2:15][CH2:14][CH2:13][CH2:12]2)=[O:10])=[CH:4][CH:3]=1.[I-].C[N+]1C=CN([C:24](=[O:33])[N:25]([CH3:32])[C:26]2[CH:31]=[CH:30][CH:29]=[CH:28][CH:27]=2)C=1. No catalyst specified. The product is [CH:11]1([C:9]([NH:8][C:5]2[CH:4]=[CH:3][C:2]([O:1][C:24](=[O:33])[N:25]([CH3:32])[C:26]3[CH:31]=[CH:30][CH:29]=[CH:28][CH:27]=3)=[CH:7][CH:6]=2)=[O:10])[CH2:12][CH2:13][CH2:14][CH2:15][CH2:16]1. The yield is 0.800. (5) The reactants are [CH:1]([C@H:4]1[N:9]([C:10]2[N:15]=[C:14]([O:16][CH3:17])[C:13]([C:18]([F:21])([F:20])[F:19])=[CH:12][N:11]=2)[CH2:8][CH2:7][N:6]2[C:22]3[CH:28]=[C:27]([S:29]([CH3:32])(=[O:31])=[O:30])[C:26]([C:33](OC)=[O:34])=[CH:25][C:23]=3[N:24]=[C:5]12)([CH3:3])[CH3:2].CC(C[AlH]CC(C)C)C.[NH4+].[Cl-]. The catalyst is C(Cl)Cl.C1(C)C=CC=CC=1. The product is [CH:1]([C@H:4]1[N:9]([C:10]2[N:15]=[C:14]([O:16][CH3:17])[C:13]([C:18]([F:21])([F:19])[F:20])=[CH:12][N:11]=2)[CH2:8][CH2:7][N:6]2[C:22]3[CH:28]=[C:27]([S:29]([CH3:32])(=[O:30])=[O:31])[C:26]([CH2:33][OH:34])=[CH:25][C:23]=3[N:24]=[C:5]12)([CH3:3])[CH3:2]. The yield is 0.246.